Dataset: Forward reaction prediction with 1.9M reactions from USPTO patents (1976-2016). Task: Predict the product of the given reaction. (1) Given the reactants [Br:1][C:2]1[CH:3]=[CH:4][C:5]([F:16])=[C:6]([CH:15]=1)[CH2:7][C:8]1[CH:13]=[CH:12][C:11]([OH:14])=[CH:10][CH:9]=1.C(=O)([O-])[O-].[Cs+].[Cs+].[O:23]1[CH2:26][CH:25](OS(C2C=CC(C)=CC=2)(=O)=O)[CH2:24]1, predict the reaction product. The product is: [Br:1][C:2]1[CH:3]=[CH:4][C:5]([F:16])=[C:6]([CH:15]=1)[CH2:7][C:8]1[CH:13]=[CH:12][C:11]([O:14][CH:25]2[CH2:26][O:23][CH2:24]2)=[CH:10][CH:9]=1. (2) Given the reactants [CH3:1][O:2][C:3]([C:5]1[C:6]2[CH2:7][N:8](CC3C=CC=CC=3)[CH2:9][C:10]=2[CH:11]=[CH:12][CH:13]=1)=[O:4].[Cl:21]C(OC(Cl)C)=O, predict the reaction product. The product is: [ClH:21].[CH3:1][O:2][C:3]([C:5]1[C:6]2[CH2:7][NH:8][CH2:9][C:10]=2[CH:11]=[CH:12][CH:13]=1)=[O:4]. (3) Given the reactants [CH3:1][O:2][CH2:3][O:4][C:5]1[C:12]([O:13][CH2:14][C:15]([F:18])([F:17])[F:16])=[CH:11][CH:10]=[CH:9][C:6]=1[CH:7]=[O:8].[CH2:19]([O:21][CH:22]([O:25][CH2:26][CH3:27])[CH2:23][NH2:24])[CH3:20], predict the reaction product. The product is: [CH3:1][O:2][CH2:3][O:4][C:5]1[C:12]([O:13][CH2:14][C:15]([F:16])([F:17])[F:18])=[CH:11][CH:10]=[CH:9][C:6]=1[CH:7]=[O:8].[CH2:19]([O:21][CH:22]([O:25][CH2:26][CH3:27])[CH2:23]/[N:24]=[CH:7]/[C:6]1[CH:9]=[CH:10][CH:11]=[C:12]([O:13][CH2:14][C:15]([F:18])([F:17])[F:16])[C:5]=1[O:4][CH2:3][O:2][CH3:1])[CH3:20].